From a dataset of Full USPTO retrosynthesis dataset with 1.9M reactions from patents (1976-2016). Predict the reactants needed to synthesize the given product. (1) Given the product [CH2:5]([N:7]1[C:12](=[O:13])[CH:11]=[C:10]([N:14]2[CH2:15][CH2:16][O:17][CH2:18][CH2:19]2)[N:9]=[C:8]1[CH2:20][C:21]([NH:31][C:30]1[CH:32]=[CH:33][C:27]([F:26])=[CH:28][CH:29]=1)=[O:23])[CH3:6], predict the reactants needed to synthesize it. The reactants are: C[Al](C)C.[CH2:5]([N:7]1[C:12](=[O:13])[CH:11]=[C:10]([N:14]2[CH2:19][CH2:18][O:17][CH2:16][CH2:15]2)[N:9]=[C:8]1[CH2:20][C:21]([O:23]CC)=O)[CH3:6].[F:26][C:27]1[CH:33]=[CH:32][C:30]([NH2:31])=[CH:29][CH:28]=1.S([O-])([O-])(=O)=O.[K+].[K+]. (2) Given the product [Cl:1][C:2]1[CH:3]=[C:4]([C:9]2[N:10]=[C:11]([CH2:14][C:15]3[CH:24]=[CH:23][C:18]([C:19]([OH:21])=[O:20])=[CH:17][CH:16]=3)[S:12][CH:13]=2)[CH:5]=[CH:6][C:7]=1[Cl:8], predict the reactants needed to synthesize it. The reactants are: [Cl:1][C:2]1[CH:3]=[C:4]([C:9]2[N:10]=[C:11]([CH2:14][C:15]3[CH:24]=[CH:23][C:18]([C:19]([O:21]C)=[O:20])=[CH:17][CH:16]=3)[S:12][CH:13]=2)[CH:5]=[CH:6][C:7]=1[Cl:8].C(O)C.[OH-].[Na+]. (3) The reactants are: [C:1]1([CH:7]([NH2:10])[C:8]#[CH:9])[CH:6]=[CH:5][CH:4]=[CH:3][CH:2]=1.[Cl:11][CH2:12][CH2:13][N:14]=[C:15]=[O:16].C(N(CC)CC)C. Given the product [Cl:11][CH2:12][CH2:13][NH:14][C:15]([NH:10][CH:7]([C:1]1[CH:6]=[CH:5][CH:4]=[CH:3][CH:2]=1)[C:8]#[CH:9])=[O:16], predict the reactants needed to synthesize it. (4) Given the product [CH3:26][C:8]1([CH3:27])[C:3]2[C:2](=[N:7][CH:6]=[CH:5][N:4]=2)[N:11]([C@H:12]2[CH2:17][CH2:16][C@H:15]([NH:18][C:19]3[CH:24]=[CH:23][C:22]([CH3:25])=[CH:21][N:20]=3)[CH2:14][CH2:13]2)[C:9]1=[O:10], predict the reactants needed to synthesize it. The reactants are: Cl[C:2]1[C:3]([C:8]([CH3:27])([CH3:26])[C:9]([NH:11][C@H:12]2[CH2:17][CH2:16][C@H:15]([NH:18][C:19]3[CH:24]=[CH:23][C:22]([CH3:25])=[CH:21][N:20]=3)[CH2:14][CH2:13]2)=[O:10])=[N:4][CH:5]=[CH:6][N:7]=1.CC(C)([O-])C.[Na+]. (5) The reactants are: C([O:3][C:4](=O)[CH2:5][O:6][C:7]1[CH:8]=[C:9]([C:20]2[CH:25]=[CH:24][C:23]([CH2:26][CH2:27][CH2:28][CH2:29][CH3:30])=[CH:22][CH:21]=2)[CH:10]=[C:11]([O:13][CH2:14][C:15](OCC)=[O:16])[CH:12]=1)C.[H-].[Al+3].[Li+].[H-].[H-].[H-].Cl. Given the product [OH:16][CH2:15][CH2:14][O:13][C:11]1[CH:12]=[C:7]([O:6][CH2:5][CH2:4][OH:3])[CH:8]=[C:9]([C:20]2[CH:25]=[CH:24][C:23]([CH2:26][CH2:27][CH2:28][CH2:29][CH3:30])=[CH:22][CH:21]=2)[CH:10]=1, predict the reactants needed to synthesize it. (6) Given the product [F:19][CH2:18][C:3]1([CH2:2][F:1])[CH:8]=[C:7]([O:9][S:37]([C:36]([F:49])([F:48])[F:35])(=[O:39])=[O:38])[C:6]2[CH:10]=[C:11]([C:14]([F:17])([F:15])[F:16])[CH:12]=[CH:13][C:5]=2[O:4]1, predict the reactants needed to synthesize it. The reactants are: [F:1][CH2:2][C:3]1([CH2:18][F:19])[CH2:8][C:7](=[O:9])[C:6]2[CH:10]=[C:11]([C:14]([F:17])([F:16])[F:15])[CH:12]=[CH:13][C:5]=2[O:4]1.C(C1C=C(C)C=C(C(C)(C)C)N=1)(C)(C)C.[F:35][C:36]([F:49])([F:48])[S:37](O[S:37]([C:36]([F:49])([F:48])[F:35])(=[O:39])=[O:38])(=[O:39])=[O:38]. (7) Given the product [ClH:1].[Cl:1][C:2]1[CH:3]=[CH:4][C:5]([C:8]2[N:9]=[C:10]([CH2:11][CH:12]([C:13]([F:14])([F:15])[F:16])[CH2:40][N:38]3[CH2:37][CH2:42][CH2:43][CH:44]([C:45]4[CH:7]=[CH:2][CH:3]=[C:47]([C:13]([F:16])([F:15])[F:14])[CH:46]=4)[CH2:39]3)[O:36][N:35]=2)=[CH:6][CH:7]=1, predict the reactants needed to synthesize it. The reactants are: [Cl:1][C:2]1[CH:7]=[CH:6][C:5]([C:8](=[N:35][OH:36])[NH:9][C:10](=O)[CH2:11][CH:12](CN2CCCC(C3C=CC=C(C(F)(F)F)C=3)C2)[C:13]([F:16])([F:15])[F:14])=[CH:4][CH:3]=1.[CH3:37][N:38]([CH:40]=O)[CH3:39].[CH3:42][CH2:43][CH2:44][CH2:45][CH2:46][CH3:47]. (8) Given the product [CH3:1][C@@H:2]1[CH2:6][C:5]2[C:7]([CH:13]3[CH2:18][CH2:17][NH:16][CH2:15][CH2:14]3)=[C:8]([CH3:12])[CH:9]=[C:10]([NH2:11])[C:4]=2[O:3]1, predict the reactants needed to synthesize it. The reactants are: [CH3:1][C@@H:2]1[CH2:6][C:5]2[C:7]([C:13]3[CH:18]=[CH:17][N:16]=[CH:15][CH:14]=3)=[C:8]([CH3:12])[CH:9]=[C:10]([NH2:11])[C:4]=2[O:3]1.